This data is from Catalyst prediction with 721,799 reactions and 888 catalyst types from USPTO. The task is: Predict which catalyst facilitates the given reaction. (1) Reactant: [ClH:1].[CH3:2][N:3]([CH3:21])[C@H:4]1[C:12]2[C:7](=[CH:8][CH:9]=[C:10]([C:13]3[C:14]([CH3:20])=[N:15][N:16]([CH3:19])[C:17]=3[CH3:18])[CH:11]=2)[CH2:6][CH2:5]1. Product: [ClH:1].[ClH:1].[CH3:21][N:3]([CH3:2])[C@H:4]1[C:12]2[C:7](=[CH:8][CH:9]=[C:10]([C:13]3[C:14]([CH3:20])=[N:15][N:16]([CH3:19])[C:17]=3[CH3:18])[CH:11]=2)[CH2:6][CH2:5]1. The catalyst class is: 13. (2) Reactant: [CH:1]1(/[CH:4]=[N:5]/[S:6]([C:8]([CH3:11])([CH3:10])[CH3:9])=[O:7])[CH2:3][CH2:2]1.C[N+](C)(C)C.[F-].[Si]([C:22]([F:25])([F:24])[F:23])(C)(C)C.[NH4+].[Cl-]. Product: [CH:1]1([C@@H:4]([NH:5][S:6]([C:8]([CH3:11])([CH3:10])[CH3:9])=[O:7])[C:22]([F:25])([F:24])[F:23])[CH2:2][CH2:3]1. The catalyst class is: 1. (3) Reactant: [CH3:1][O:2][C:3]1[C:12]2[C:7](=[C:8]([CH3:13])[CH:9]=[CH:10][CH:11]=2)[C:6]([CH:14]=[O:15])=[CH:5][CH:4]=1.CC(=CC)C.[O-:21]Cl=O.[Na+]. Product: [CH3:1][O:2][C:3]1[C:12]2[C:7](=[C:8]([CH3:13])[CH:9]=[CH:10][CH:11]=2)[C:6]([C:14]([OH:21])=[O:15])=[CH:5][CH:4]=1. The catalyst class is: 664. (4) Reactant: [CH2:1]([S:3](Cl)(=[O:5])=[O:4])[CH3:2].[NH2:7][C:8]1[C:12]2[CH:13]=[N:14][C:15]([NH:17][C:18]([NH:20][C@@H:21]([C:23]3[CH:28]=[CH:27][CH:26]=[CH:25][CH:24]=3)[CH3:22])=[O:19])=[CH:16][C:11]=2[N:10](C(C2C=CC=CC=2)(C2C=CC=CC=2)C2C=CC=CC=2)[N:9]=1.C(O)C(N)(CO)CO.C([SiH](CC)CC)C. Product: [C:23]1([C@H:21]([NH:20][C:18](=[O:19])[NH:17][C:15]2[N:14]=[CH:13][C:12]3[C:8]([NH:7][S:3]([CH2:1][CH3:2])(=[O:5])=[O:4])=[N:9][NH:10][C:11]=3[CH:16]=2)[CH3:22])[CH:28]=[CH:27][CH:26]=[CH:25][CH:24]=1. The catalyst class is: 202. (5) Reactant: [Br:1][C:2]1[CH:7]=[CH:6][CH:5]=[C:4]([N+:8]([O-])=O)[C:3]=1[CH2:11][C:12]([O:14][C:15]([CH3:18])([CH3:17])[CH3:16])=[O:13]. Product: [NH2:8][C:4]1[CH:5]=[CH:6][CH:7]=[C:2]([Br:1])[C:3]=1[CH2:11][C:12]([O:14][C:15]([CH3:18])([CH3:17])[CH3:16])=[O:13]. The catalyst class is: 867. (6) Reactant: Cl[C:2]1[N:7]=[CH:6][C:5]([O:8][CH2:9][CH2:10][C@H:11]([CH:13]2[CH2:18][CH2:17][N:16]([C:19]3[O:23][N:22]=[C:21]([CH:24]([CH3:26])[CH3:25])[N:20]=3)[CH2:15][CH2:14]2)[CH3:12])=[CH:4][N:3]=1.[C:27]([O:31][C:32](=[O:47])[NH:33][C@@H:34]1[C@@H:38]([N:39]2[CH2:44][CH:43]([CH3:45])[CH2:42][CH2:41][C:40]2=[O:46])[CH2:37][NH:36][CH2:35]1)([CH3:30])([CH3:29])[CH3:28].C1CCN2C(=NCCC2)CC1. Product: [C:27]([O:31][C:32](=[O:47])[NH:33][C@@H:34]1[C@@H:38]([N:39]2[CH2:44][CH:43]([CH3:45])[CH2:42][CH2:41][C:40]2=[O:46])[CH2:37][N:36]([C:2]2[N:7]=[CH:6][C:5]([O:8][CH2:9][CH2:10][C@H:11]([CH:13]3[CH2:18][CH2:17][N:16]([C:19]4[O:23][N:22]=[C:21]([CH:24]([CH3:26])[CH3:25])[N:20]=4)[CH2:15][CH2:14]3)[CH3:12])=[CH:4][N:3]=2)[CH2:35]1)([CH3:29])([CH3:28])[CH3:30]. The catalyst class is: 16. (7) Reactant: [C:1]([O:5][C:6]([N:8]1[CH2:13][CH2:12][CH2:11][C:10](=O)[CH2:9]1)=[O:7])([CH3:4])([CH3:3])[CH3:2].CC1C=CC(S(O)(=O)=O)=CC=1.[CH:26]1([O:31][C:32](=[O:39])[C@@H:33]([NH2:38])[CH2:34][CH:35]([CH3:37])[CH3:36])[CH2:30][CH2:29][CH2:28][CH2:27]1.C(O[BH-](OC(=O)C)OC(=O)C)(=O)C.[Na+].C(=O)([O-])O.[Na+]. Product: [C:1]([O:5][C:6]([N:8]1[CH2:13][CH2:12][CH2:11][CH:10]([NH:38][C@H:33]([C:32]([O:31][CH:26]2[CH2:27][CH2:28][CH2:29][CH2:30]2)=[O:39])[CH2:34][CH:35]([CH3:37])[CH3:36])[CH2:9]1)=[O:7])([CH3:4])([CH3:3])[CH3:2]. The catalyst class is: 68.